Dataset: Reaction yield outcomes from USPTO patents with 853,638 reactions. Task: Predict the reaction yield, written as a fraction of the theoretical maximum amount of product (1.0 means a 100% yield; for example, 0.34 means a 34% yield). (1) The reactants are [CH3:1][N:2]([S:23]([C:26]1[S:27][CH:28]=[CH:29][CH:30]=1)(=[O:25])=[O:24])[C:3]1[CH:4]=[CH:5][CH:6]=[C:7]2[C:11]=1[NH:10][C:9]([C:12]1[S:13][CH:14]([CH2:17][C:18]([O:20]CC)=[O:19])[CH2:15][N:16]=1)=[CH:8]2.[OH-].[K+].C(O)(=O)CC(CC(O)=O)(C(O)=O)O. The catalyst is O1CCCC1.CO. The product is [CH3:1][N:2]([S:23]([C:26]1[S:27][CH:28]=[CH:29][CH:30]=1)(=[O:25])=[O:24])[C:3]1[CH:4]=[CH:5][CH:6]=[C:7]2[C:11]=1[NH:10][C:9]([C:12]1[S:13][CH:14]([CH2:17][C:18]([OH:20])=[O:19])[CH2:15][N:16]=1)=[CH:8]2. The yield is 0.830. (2) The product is [Cl:17][C:12]1[CH:11]=[C:10]([NH:9][C:7]([C:5]2[O:4][N:3]=[C:2]([N:18]3[CH2:23][CH2:22][O:21][CH2:20][CH2:19]3)[CH:6]=2)=[O:8])[CH:15]=[CH:14][C:13]=1[F:16]. No catalyst specified. The reactants are Br[C:2]1[CH:6]=[C:5]([C:7]([NH:9][C:10]2[CH:15]=[CH:14][C:13]([F:16])=[C:12]([Cl:17])[CH:11]=2)=[O:8])[O:4][N:3]=1.[NH:18]1[CH2:23][CH2:22][O:21][CH2:20][CH2:19]1. The yield is 0.420. (3) The reactants are [Cl:1][C:2]1[N:10]=[C:9]2[C:5]([N:6]=[CH:7][NH:8]2)=[C:4](Cl)[N:3]=1.[CH3:12][C@H:13]1[CH2:18][O:17][CH2:16][CH2:15][NH:14]1.C(N(CC)C(C)C)(C)C. The catalyst is C(O)C. The product is [Cl:1][C:2]1[N:10]=[C:9]2[C:5]([N:6]=[CH:7][NH:8]2)=[C:4]([N:14]2[CH2:15][CH2:16][O:17][CH2:18][C@@H:13]2[CH3:12])[N:3]=1. The yield is 0.530. (4) The reactants are C[O:2][C:3]1[CH:4]=[C:5]2[C:16](=[CH:17][CH:18]=1)[C:8]1[N:9]([CH2:12][CH:13]([NH2:15])[CH3:14])[N:10]=[CH:11][C:7]=1[CH2:6]2.[B-](Br)(Br)(Br)[S+](C)C.C1COCC1.C([O-])(O)=O.[Na+]. The catalyst is ClCCCl. The product is [NH2:15][CH:13]([CH3:14])[CH2:12][N:9]1[C:8]2[C:16]3[C:5]([CH2:6][C:7]=2[CH:11]=[N:10]1)=[CH:4][C:3]([OH:2])=[CH:18][CH:17]=3. The yield is 0.130. (5) The reactants are [Cl:1][C:2]1[CH:10]=[C:9]2[C:5]([C:6]([C:11]([O:13][CH3:14])=[O:12])=[CH:7][NH:8]2)=[CH:4][C:3]=1B1OCC(C)(C)CO1.Br[C:24]1[CH:40]=[CH:39][C:27]([O:28][CH2:29][CH2:30][CH2:31][N:32]2[CH2:37][CH2:36][O:35][CH2:34][C:33]2=[O:38])=[CH:26][CH:25]=1.C(=O)([O-])[O-].[K+].[K+].C(OCC)(=O)C. The catalyst is C1(C)C=CC=CC=1.C(O)C.C1C=CC(P(C2C=CC=CC=2)[C-]2C=CC=C2)=CC=1.C1C=CC(P(C2C=CC=CC=2)[C-]2C=CC=C2)=CC=1.Cl[Pd]Cl.[Fe+2]. The product is [Cl:1][C:2]1[CH:10]=[C:9]2[C:5]([C:6]([C:11]([O:13][CH3:14])=[O:12])=[CH:7][NH:8]2)=[CH:4][C:3]=1[C:24]1[CH:25]=[CH:26][C:27]([O:28][CH2:29][CH2:30][CH2:31][N:32]2[CH2:37][CH2:36][O:35][CH2:34][C:33]2=[O:38])=[CH:39][CH:40]=1. The yield is 0.500. (6) The reactants are [NH:1]1[CH:5]=[C:4]([C:6]2[C:7]3[CH:14]=[CH:13][N:12]([CH2:15][O:16][CH2:17][CH2:18][Si:19]([CH3:22])([CH3:21])[CH3:20])[C:8]=3[N:9]=[CH:10][N:11]=2)[CH:3]=[N:2]1.C(#N)C.[N:26]1([C:32]2[CH:33]=[C:34](/[CH:38]=[CH:39]/[C:40]#[N:41])[CH:35]=[N:36][CH:37]=2)[CH2:31][CH2:30][O:29][CH2:28][CH2:27]1.C1CCN2C(=NCCC2)CC1. No catalyst specified. The product is [N:26]1([C:32]2[CH:33]=[C:34]([CH:38]([N:1]3[CH:5]=[C:4]([C:6]4[C:7]5[CH:14]=[CH:13][N:12]([CH2:15][O:16][CH2:17][CH2:18][Si:19]([CH3:22])([CH3:21])[CH3:20])[C:8]=5[N:9]=[CH:10][N:11]=4)[CH:3]=[N:2]3)[CH2:39][C:40]#[N:41])[CH:35]=[N:36][CH:37]=2)[CH2:31][CH2:30][O:29][CH2:28][CH2:27]1. The yield is 1.00. (7) The reactants are Br[C:2]1[CH:7]=[CH:6][C:5]([N+:8]([O-:10])=[O:9])=[CH:4][C:3]=1[N:11]([CH2:15][C:16]([CH3:18])=[CH2:17])[C:12](=[O:14])[CH3:13].C([O-])=O.[Na+].C([O-])(=O)C.[Na+]. The catalyst is O.[Cl-].C([N+](CC)(CC)CC)C.CN(C=O)C.C([O-])(=O)C.[Pd+2].C([O-])(=O)C. The product is [CH3:17][C:16]1([CH3:18])[C:2]2[C:3](=[CH:4][C:5]([N+:8]([O-:10])=[O:9])=[CH:6][CH:7]=2)[N:11]([C:12](=[O:14])[CH3:13])[CH2:15]1. The yield is 0.880.